Dataset: Catalyst prediction with 721,799 reactions and 888 catalyst types from USPTO. Task: Predict which catalyst facilitates the given reaction. (1) Reactant: [Cl:1][C:2]1[CH:7]=[C:6]([Cl:8])[N:5]=[CH:4][N:3]=1.[Li+].[Cl-].[I:11]I. Product: [Cl:1][C:2]1[C:7]([I:11])=[C:6]([Cl:8])[N:5]=[CH:4][N:3]=1. The catalyst class is: 1. (2) Reactant: CC(C)([O-])C.[K+].[Br:7][C:8]1[CH:9]=[CH:10][C:11]2[C:12]3[N:20]([CH2:21][CH2:22][CH2:23][NH:24][C:25](=[O:31])[O:26][C:27]([CH3:30])([CH3:29])[CH3:28])[C:19]([CH2:32]Cl)=[N:18][C:13]=3[CH:14]=[N:15][C:16]=2[CH:17]=1. Product: [Br:7][C:8]1[CH:17]=[C:16]2[C:11]([C:12]3[N:20]4[CH2:21][CH2:22][CH2:23][N:24]([C:25]([O:26][C:27]([CH3:30])([CH3:29])[CH3:28])=[O:31])[CH2:32][C:19]4=[N:18][C:13]=3[CH:14]=[N:15]2)=[CH:10][CH:9]=1. The catalyst class is: 1. (3) Reactant: [C:1]([Br:5])(Br)(Br)Br.C1(P(C2C=CC=CC=2)C2C=CC=CC=2)C=CC=CC=1.[CH2:25]([NH:29][C:30](=[O:40])[C:31]([NH:33][CH2:34][CH2:35][CH2:36][CH2:37]CO)=[O:32])[CH2:26][CH2:27][CH3:28]. Product: [Br:5][CH2:1][CH2:37][CH2:36][CH2:35][CH2:34][NH:33][C:31](=[O:32])[C:30]([NH:29][CH2:25][CH2:26][CH2:27][CH3:28])=[O:40]. The catalyst class is: 2.